From a dataset of Forward reaction prediction with 1.9M reactions from USPTO patents (1976-2016). Predict the product of the given reaction. (1) Given the reactants Br[C:2]1[N:3]([CH2:17][O:18][CH2:19][CH2:20][Si:21]([CH3:24])([CH3:23])[CH3:22])[CH:4]=[C:5]([C:7]([O:9][CH2:10][C:11]2[CH:16]=[CH:15][CH:14]=[CH:13][CH:12]=2)=[O:8])[N:6]=1.C([C:27]([O:29][CH2:30][CH3:31])=[O:28])#N, predict the reaction product. The product is: [CH3:22][Si:21]([CH3:24])([CH3:23])[CH2:20][CH2:19][O:18][CH2:17][N:3]1[CH:4]=[C:5]([C:7]([O:9][CH2:10][C:11]2[CH:16]=[CH:15][CH:14]=[CH:13][CH:12]=2)=[O:8])[N:6]=[C:2]1[C:27]([O:29][CH2:30][CH3:31])=[O:28]. (2) Given the reactants Cl[C:2]1[CH:3]=[CH:4][C:5]2[N:6]([C:8]([C:11]3[CH:16]=[CH:15][CH:14]=[C:13]([O:17][C:18]([F:21])([F:20])[F:19])[CH:12]=3)=[CH:9][N:10]=2)[N:7]=1.Cl.[NH2:23][C@H:24]1[CH2:29][CH2:28][C@H:27]([OH:30])[CH2:26][CH2:25]1.C([O-])(O)=O.[Na+], predict the reaction product. The product is: [F:19][C:18]([F:21])([F:20])[O:17][C:13]1[CH:12]=[C:11]([C:8]2[N:6]3[N:7]=[C:2]([NH:23][CH:24]4[CH2:29][CH2:28][CH:27]([OH:30])[CH2:26][CH2:25]4)[CH:3]=[CH:4][C:5]3=[N:10][CH:9]=2)[CH:16]=[CH:15][CH:14]=1. (3) Given the reactants [CH3:1][Si](C[Mg]Cl)(C)C.[Cl:8][C:9]1[CH:29]=[C:28]([Cl:30])[C:27]([O:31][CH2:32][C:33]2[CH:38]=[CH:37][C:36]([O:39][CH3:40])=[CH:35][CH:34]=2)=[CH:26][C:10]=1[O:11][C:12]1[N:16]([CH3:17])[N:15]=[C:14]([C:18]([N:20]([O:22][CH3:23])[CH3:21])=[O:19])[C:13]=1[CH:24]=O.S(=O)(=O)(O)O.O, predict the reaction product. The product is: [Cl:8][C:9]1[CH:29]=[C:28]([Cl:30])[C:27]([O:31][CH2:32][C:33]2[CH:34]=[CH:35][C:36]([O:39][CH3:40])=[CH:37][CH:38]=2)=[CH:26][C:10]=1[O:11][C:12]1[N:16]([CH3:17])[N:15]=[C:14]([C:18]([N:20]([O:22][CH3:23])[CH3:21])=[O:19])[C:13]=1[CH:24]=[CH2:1]. (4) Given the reactants [Cl:1][C:2]1[CH:3]=[C:4]([C:9]2[CH:13]=[CH:12][N:11]([CH2:14][CH:15]3[CH2:17][O:16]3)[N:10]=2)[CH:5]=[CH:6][C:7]=1[Cl:8].[CH3:18][C:19]1[CH:24]=[CH:23][CH:22]=[CH:21][C:20]=1[N:25]1[CH2:30][CH2:29][NH:28][CH2:27][CH2:26]1, predict the reaction product. The product is: [Cl:1][C:2]1[CH:3]=[C:4]([C:9]2[CH:13]=[CH:12][N:11]([CH2:14][CH:15]([OH:16])[CH2:17][N:28]3[CH2:29][CH2:30][N:25]([C:20]4[CH:21]=[CH:22][CH:23]=[CH:24][C:19]=4[CH3:18])[CH2:26][CH2:27]3)[N:10]=2)[CH:5]=[CH:6][C:7]=1[Cl:8].